From a dataset of Full USPTO retrosynthesis dataset with 1.9M reactions from patents (1976-2016). Predict the reactants needed to synthesize the given product. Given the product [Cl:18][C:16]1[CH:15]=[C:14]([CH2:19][S:20]([NH:1][C:2]2[CH:7]=[CH:6][N:5]=[C:4]([Cl:8])[C:3]=2[OH:9])(=[O:22])=[O:21])[CH:13]=[C:12]([Cl:11])[CH:17]=1, predict the reactants needed to synthesize it. The reactants are: [NH2:1][C:2]1[CH:7]=[CH:6][N:5]=[C:4]([Cl:8])[C:3]=1[O:9]C.[Cl:11][C:12]1[CH:13]=[C:14]([CH2:19][S:20](Cl)(=[O:22])=[O:21])[CH:15]=[C:16]([Cl:18])[CH:17]=1.B(Br)(Br)Br.C(Cl)Cl.C(O)C(O)C.